Dataset: Forward reaction prediction with 1.9M reactions from USPTO patents (1976-2016). Task: Predict the product of the given reaction. (1) Given the reactants [Cl-].O[NH3+:3].[C:4](=[O:7])([O-])[OH:5].[Na+].CS(C)=O.[CH2:13]([C:17]1[N:18]=[C:19]([CH3:47])[N:20]([CH2:39][C:40]2[CH:45]=[CH:44][CH:43]=[CH:42][C:41]=2[F:46])[C:21](=[O:38])[C:22]=1[CH2:23][C:24]1[CH:29]=[CH:28][C:27]([C:30]2[C:31]([C:36]#[N:37])=[CH:32][CH:33]=[CH:34][CH:35]=2)=[CH:26][CH:25]=1)[CH2:14][CH2:15][CH3:16], predict the reaction product. The product is: [CH2:13]([C:17]1[N:18]=[C:19]([CH3:47])[N:20]([CH2:39][C:40]2[CH:45]=[CH:44][CH:43]=[CH:42][C:41]=2[F:46])[C:21](=[O:38])[C:22]=1[CH2:23][C:24]1[CH:25]=[CH:26][C:27]([C:30]2[CH:35]=[CH:34][CH:33]=[CH:32][C:31]=2[C:36]2[NH:3][C:4](=[O:7])[O:5][N:37]=2)=[CH:28][CH:29]=1)[CH2:14][CH2:15][CH3:16]. (2) Given the reactants [CH3:1][O:2][C:3]([C:5]1[CH:6]=[C:7]2[C:12](=[CH:13][CH:14]=1)[NH:11][CH:10]([C:15]1[CH:20]=[CH:19][CH:18]=[C:17](Br)[CH:16]=1)[CH2:9][C:8]12[CH2:25][CH2:24][CH2:23][CH2:22]1)=[O:4].[NH:26]1[CH2:31][CH2:30][O:29][CH2:28][CH2:27]1.Cl.CN(C)CC(O)=O.C(=O)([O-])[O-].[K+].[K+], predict the reaction product. The product is: [CH3:1][O:2][C:3]([C:5]1[CH:6]=[C:7]2[C:12](=[CH:13][CH:14]=1)[NH:11][CH:10]([C:15]1[CH:20]=[CH:19][CH:18]=[C:17]([N:26]3[CH2:31][CH2:30][O:29][CH2:28][CH2:27]3)[CH:16]=1)[CH2:9][C:8]12[CH2:25][CH2:24][CH2:23][CH2:22]1)=[O:4]. (3) The product is: [Br:20][C:21]1[CH:22]=[C:23]([C:24]([C:15]2[C:10]3[CH:9]=[N:8][C:7]([Cl:6])=[N:12][C:11]=3[N:13]([CH:17]([CH3:19])[CH3:18])[CH:14]=2)=[O:25])[CH:30]=[CH:31][N:32]=1. Given the reactants C([Li])CCC.[Cl:6][C:7]1[N:8]=[CH:9][C:10]2[C:15](I)=[CH:14][N:13]([CH:17]([CH3:19])[CH3:18])[C:11]=2[N:12]=1.[Br:20][C:21]1[CH:22]=[C:23]([CH:30]=[CH:31][N:32]=1)[C:24](N(OC)C)=[O:25].[NH4+].[Cl-], predict the reaction product. (4) Given the reactants [NH2:1][C:2]1[NH:6][N:5]=[C:4]([S:7][CH3:8])[C:3]=1[C:9]([NH2:11])=[O:10].[CH:12](N)=O, predict the reaction product. The product is: [CH3:8][S:7][C:4]1[C:3]2[C:2](=[N:1][CH:12]=[N:11][C:9]=2[OH:10])[NH:6][N:5]=1. (5) Given the reactants [CH3:1][O:2][C:3](=[O:11])[C:4]1[CH:9]=[CH:8][CH:7]=[N:6][C:5]=1F.[F:12][C:13]([F:19])([F:18])[C:14]([NH2:17])([CH3:16])[CH3:15], predict the reaction product. The product is: [F:12][C:13]([F:19])([F:18])[C:14]([NH:17][C:5]1[N:6]=[CH:7][CH:8]=[CH:9][C:4]=1[C:3]([O:2][CH3:1])=[O:11])([CH3:16])[CH3:15]. (6) Given the reactants [C:1]1([C:7]2[O:11][C:10]([C:12]([OH:14])=O)=[CH:9][CH:8]=2)[CH:6]=[CH:5][CH:4]=[CH:3][CH:2]=1.[CH2:15]([O:17][C:18]([C:20]1[S:21][C:22]2[CH:28]=[CH:27][C:26]([NH2:29])=[CH:25][C:23]=2[CH:24]=1)=[O:19])[CH3:16], predict the reaction product. The product is: [CH2:15]([O:17][C:18]([C:20]1[S:21][C:22]2[CH:28]=[CH:27][C:26]([NH:29][C:12]([C:10]3[O:11][C:7]([C:1]4[CH:2]=[CH:3][CH:4]=[CH:5][CH:6]=4)=[CH:8][CH:9]=3)=[O:14])=[CH:25][C:23]=2[CH:24]=1)=[O:19])[CH3:16]. (7) The product is: [CH:1]([C:4]1[CH:9]=[CH:8][CH:7]=[C:6]([CH:10]([CH3:12])[CH3:11])[C:5]=1[N:13]=[C:14]([C:16]1[CH:17]=[CH:18][C:19]2[C:20]3[CH:21]=[CH:22][CH:23]=[C:24]4[C:38]=3[C:28]([C:29]3[C:34]=2[C:33]=1[C:32]([C:35]([OH:37])=[O:36])=[CH:31][CH:30]=3)=[CH:27][CH:26]=[C:25]4[C:52]#[C:51][CH2:50][CH2:49][CH2:48][CH2:47][O:53][S:54]([C:57]1[CH:58]=[CH:59][C:60]([CH3:63])=[CH:61][CH:62]=1)(=[O:55])=[O:56])[OH:15])([CH3:3])[CH3:2]. Given the reactants [CH:1]([C:4]1[CH:9]=[CH:8][CH:7]=[C:6]([CH:10]([CH3:12])[CH3:11])[C:5]=1[N:13]=[C:14]([C:16]1[CH:17]=[CH:18][C:19]2[C:20]3[CH:21]=[CH:22][CH:23]=[C:24]4[C:38]=3[C:28]([C:29]3[C:34]=2[C:33]=1[C:32]([C:35]([OH:37])=[O:36])=[CH:31][CH:30]=3)=[CH:27][CH:26]=[C:25]4Br)[OH:15])([CH3:3])[CH3:2].C(N(CC)CC)C.[CH2:47]([O:53][S:54]([C:57]1[CH:62]=[CH:61][C:60]([CH3:63])=[CH:59][CH:58]=1)(=[O:56])=[O:55])[CH2:48][CH2:49][CH2:50][C:51]#[CH:52], predict the reaction product. (8) Given the reactants Br[C:2]1[CH:3]=[C:4]2[N:15]=[C:14]([NH:16][C:17]([NH:19][CH2:20][CH3:21])=[O:18])[S:13][C:5]2=[N:6][C:7]=1[O:8][CH2:9][CH2:10][O:11][CH3:12].[N:22]1[CH:27]=[C:26](B(O)O)[CH:25]=[N:24][CH:23]=1.C(=O)(O)[O-].[Na+], predict the reaction product. The product is: [CH2:20]([NH:19][C:17]([NH:16][C:14]1[S:13][C:5]2[C:4]([N:15]=1)=[CH:3][C:2]([C:26]1[CH:27]=[N:22][CH:23]=[N:24][CH:25]=1)=[C:7]([O:8][CH2:9][CH2:10][O:11][CH3:12])[N:6]=2)=[O:18])[CH3:21].